From a dataset of Acute oral toxicity (LD50) regression data from Zhu et al.. Regression/Classification. Given a drug SMILES string, predict its toxicity properties. Task type varies by dataset: regression for continuous values (e.g., LD50, hERG inhibition percentage) or binary classification for toxic/non-toxic outcomes (e.g., AMES mutagenicity, cardiotoxicity, hepatotoxicity). Dataset: ld50_zhu. The drug is CCOC(=O)CSP(=S)(OCC)OCC. The rat oral LD50 is 2.39, given as -log10 of the dose in mol/kg body weight (higher means more acutely toxic).